From a dataset of Forward reaction prediction with 1.9M reactions from USPTO patents (1976-2016). Predict the product of the given reaction. (1) Given the reactants C(=O)([O-])[O-].[K+].[K+].[CH:7]([N:10]=[C:11]=[O:12])([CH3:9])[CH3:8].[Cl:13][C:14]1[C:15]([O:24][C:25]2[C:29]([CH3:30])=[C:28]([CH3:31])[NH:27][N:26]=2)=[N:16][CH:17]=[C:18]([C:20]([F:23])([F:22])[F:21])[CH:19]=1.Cl, predict the reaction product. The product is: [CH:7]([NH:10][C:11]([N:27]1[C:28]([CH3:31])=[C:29]([CH3:30])[C:25]([O:24][C:15]2[C:14]([Cl:13])=[CH:19][C:18]([C:20]([F:23])([F:22])[F:21])=[CH:17][N:16]=2)=[N:26]1)=[O:12])([CH3:9])[CH3:8]. (2) The product is: [Cl:1][C:2]1[CH:3]=[C:4]2[C:5](=[CH:21][CH:22]=1)[N:6]=[C:7]([C:11]1[CH:16]=[CH:15][CH:14]=[CH:13][C:12]=1[OH:17])[N:32]([CH2:31][CH2:30][C:26]1[CH:27]=[CH:28][CH:29]=[C:24]([F:23])[CH:25]=1)[C:9]2=[O:10]. Given the reactants [Cl:1][C:2]1[CH:22]=[CH:21][C:5]2[N:6]=[C:7]([C:11]3[CH:16]=[CH:15][CH:14]=[CH:13][C:12]=3[O:17]C(=O)C)O[C:9](=[O:10])[C:4]=2[CH:3]=1.[F:23][C:24]1[CH:25]=[C:26]([CH2:30][CH2:31][NH2:32])[CH:27]=[CH:28][CH:29]=1, predict the reaction product. (3) Given the reactants [OH:1][NH:2][C:3]([C:5]1[CH:27]=[N:26][C:8]2[O:9][CH2:10][CH2:11][N:12]([S:13]([C:16]3[CH:21]=[CH:20][C:19]([C:22]([F:25])([F:24])[F:23])=[CH:18][CH:17]=3)(=[O:15])=[O:14])[C:7]=2[CH:6]=1)=[NH:4].C(O)(=O)C.[CH3:32][C:33]([CH3:35])=O, predict the reaction product. The product is: [CH3:32][C:33]1([CH3:35])[O:1][NH:2][C:3]([C:5]2[CH:27]=[N:26][C:8]3[O:9][CH2:10][CH2:11][N:12]([S:13]([C:16]4[CH:21]=[CH:20][C:19]([C:22]([F:24])([F:25])[F:23])=[CH:18][CH:17]=4)(=[O:15])=[O:14])[C:7]=3[CH:6]=2)=[N:4]1. (4) Given the reactants [NH2:1][C@H:2]([CH3:17])[CH2:3][C:4]1[CH:5]=[C:6]2[C:10](=[CH:11][CH:12]=1)[NH:9][C:8]([C:13]([O:15][CH3:16])=[O:14])=[CH:7]2.[CH2:18]([O:25][C:26]1[CH:31]=[CH:30][C:29]([C@@H:32]([O:35][Si:36]([C:39]([CH3:42])([CH3:41])[CH3:40])([CH3:38])[CH3:37])[CH2:33]Br)=[CH:28][C:27]=1[CH2:43][OH:44])[C:19]1[CH:24]=[CH:23][CH:22]=[CH:21][CH:20]=1, predict the reaction product. The product is: [NH3:1].[CH2:18]([O:25][C:26]1[CH:31]=[CH:30][C:29]([C@@H:32]([O:35][Si:36]([C:39]([CH3:41])([CH3:40])[CH3:42])([CH3:37])[CH3:38])[CH2:33][NH:1][C@H:2]([CH3:17])[CH2:3][C:4]2[CH:5]=[C:6]3[C:10](=[CH:11][CH:12]=2)[NH:9][C:8]([C:13]([O:15][CH3:16])=[O:14])=[CH:7]3)=[CH:28][C:27]=1[CH2:43][OH:44])[C:19]1[CH:20]=[CH:21][CH:22]=[CH:23][CH:24]=1. (5) Given the reactants [N+:1]([C:4]1[CH:5]=[C:6]([OH:14])[CH:7]=[C:8]([C:10]([F:13])([F:12])[F:11])[CH:9]=1)([O-:3])=[O:2].C([O-])([O-])=O.[K+].[K+].Br[CH2:22][CH2:23][O:24][CH2:25][CH2:26][O:27][CH2:28][CH2:29][O:30][CH3:31], predict the reaction product. The product is: [CH3:31][O:30][CH2:29][CH2:28][O:27][CH2:26][CH2:25][O:24][CH2:23][CH2:22][O:14][C:6]1[CH:7]=[C:8]([C:10]([F:11])([F:12])[F:13])[CH:9]=[C:4]([N+:1]([O-:3])=[O:2])[CH:5]=1. (6) Given the reactants [CH3:1][N:2]1[C:6]([CH:7]([C:9]2[CH:14]=[CH:13][N:12]=[C:11]([C:15]([F:18])([F:17])[F:16])[CH:10]=2)[OH:8])=[CH:5][N:4]=[CH:3]1, predict the reaction product. The product is: [CH3:1][N:2]1[C:6]([C:7]([C:9]2[CH:14]=[CH:13][N:12]=[C:11]([C:15]([F:18])([F:16])[F:17])[CH:10]=2)=[O:8])=[CH:5][N:4]=[CH:3]1. (7) Given the reactants [NH2:1][C:2]1[CH:3]=[CH:4][C:5](Br)=[C:6]2[C:10]=1[C:9](=[O:11])[NH:8][CH2:7]2.C([Sn](CCCC)(CCCC)[C:18]1[S:19][CH:20]=[CH:21][CH:22]=1)CCC, predict the reaction product. The product is: [NH2:1][C:2]1[CH:3]=[CH:4][C:5]([C:18]2[S:19][CH:20]=[CH:21][CH:22]=2)=[C:6]2[C:10]=1[C:9](=[O:11])[NH:8][CH2:7]2.